This data is from Catalyst prediction with 721,799 reactions and 888 catalyst types from USPTO. The task is: Predict which catalyst facilitates the given reaction. (1) Reactant: [CH3:1][C:2]1[CH:7]=[C:6]([NH:8][C:9]([C:11]2[C:16]([NH:17][C:18]3[CH:19]=[N:20][CH:21]=[CH:22][CH:23]=3)=[CH:15][CH:14]=[C:13]([CH3:24])[N:12]=2)=[O:10])[CH:5]=[CH:4][N:3]=1.[F:25]C1C=NC=C(F)C=1.C(=O)([O-])[O-].[Cs+].[Cs+]. Product: [CH3:1][C:2]1[CH:7]=[C:6]([NH:8][C:9]([C:11]2[C:16]([NH:17][C:18]3[CH:19]=[N:20][CH:21]=[C:22]([F:25])[CH:23]=3)=[CH:15][CH:14]=[C:13]([CH3:24])[N:12]=2)=[O:10])[CH:5]=[CH:4][N:3]=1. The catalyst class is: 3. (2) Reactant: [F:1][C:2]1[CH:3]=[C:4]2[CH:10]=[CH:9][NH:8][C:5]2=[N:6][CH:7]=1.[H-].[Na+].[C:13]1([CH3:23])[CH:18]=[CH:17][C:16]([S:19](Cl)(=[O:21])=[O:20])=[CH:15][CH:14]=1. Product: [F:1][C:2]1[CH:3]=[C:4]2[CH:10]=[CH:9][N:8]([S:19]([C:16]3[CH:17]=[CH:18][C:13]([CH3:23])=[CH:14][CH:15]=3)(=[O:21])=[O:20])[C:5]2=[N:6][CH:7]=1. The catalyst class is: 1. (3) Reactant: [OH:1][C@H:2]1[C@H:11]([NH:12][C:13](=[O:19])[O:14][C:15]([CH3:18])([CH3:17])[CH3:16])[CH2:10][C:9]2[N:8]=[CH:7][C:6]([NH:20][C:21]3[C:26]([N+:27]([O-])=O)=[CH:25][CH:24]=[C:23]([O:30][CH3:31])[N:22]=3)=[CH:5][C:4]=2[CH2:3]1. Product: [NH2:27][C:26]1[C:21]([NH:20][C:6]2[CH:7]=[N:8][C:9]3[CH2:10][C@@H:11]([NH:12][C:13](=[O:19])[O:14][C:15]([CH3:17])([CH3:16])[CH3:18])[C@H:2]([OH:1])[CH2:3][C:4]=3[CH:5]=2)=[N:22][C:23]([O:30][CH3:31])=[CH:24][CH:25]=1. The catalyst class is: 29. (4) Reactant: P(Cl)(Cl)(Cl)=O.[CH2:6]([N:13]1[C:17]([C:18]([F:21])([F:20])[F:19])=[CH:16][C:15]([C:22]2[O:23][CH:24]=[CH:25][CH:26]=2)=[N:14]1)[C:7]1[CH:12]=[CH:11][CH:10]=[CH:9][CH:8]=1.[C:27](=O)([O-])[O-:28].[K+].[K+]. Product: [CH2:6]([N:13]1[C:17]([C:18]([F:20])([F:21])[F:19])=[CH:16][C:15]([C:22]2[O:23][C:24]([CH:27]=[O:28])=[CH:25][CH:26]=2)=[N:14]1)[C:7]1[CH:8]=[CH:9][CH:10]=[CH:11][CH:12]=1. The catalyst class is: 3.